From a dataset of Forward reaction prediction with 1.9M reactions from USPTO patents (1976-2016). Predict the product of the given reaction. (1) The product is: [Cl:7][C:8]1[CH:9]=[C:10]([C@@H:14]2[C@@H:19]([C:20]3[CH:25]=[CH:24][C:23]([Cl:26])=[CH:22][CH:21]=3)[N:18]([C@@H:27]([CH:34]3[CH2:36][CH2:35]3)[CH2:28][S:29]([CH2:32][CH3:33])(=[O:30])=[O:31])[C:17](=[O:37])[C@:16]([CH2:38][C:1](=[O:5])[CH2:2][OH:3])([CH3:39])[CH2:15]2)[CH:11]=[CH:12][CH:13]=1. Given the reactants [C:1](Cl)(=[O:5])[C:2](Cl)=[O:3].[Cl:7][C:8]1[CH:9]=[C:10]([C@@H:14]2[C@@H:19]([C:20]3[CH:25]=[CH:24][C:23]([Cl:26])=[CH:22][CH:21]=3)[N:18]([C@@H:27]([CH:34]3[CH2:36][CH2:35]3)[CH2:28][S:29]([CH2:32][CH3:33])(=[O:31])=[O:30])[C:17](=[O:37])[C@:16]([CH2:39]C(O)=O)([CH3:38])[CH2:15]2)[CH:11]=[CH:12][CH:13]=1.C[Si](C)(C)OC=C(O[Si](C)(C)C)O[Si](C)(C)C.Cl, predict the reaction product. (2) The product is: [Cl:1][C:2]1[CH:3]=[C:4]([CH:22]=[CH:23][CH:24]=1)[C:5]([NH:7][CH2:8][C:9]1[CH:14]=[CH:13][C:12]([C:15]#[N:16])=[CH:11][C:10]=1[NH:17][CH2:18][C:19](=[O:21])[N:32]([CH2:33][CH2:34][OH:35])[C:27]1[CH:28]=[CH:29][CH:30]=[CH:31][N:26]=1)=[O:6]. Given the reactants [Cl:1][C:2]1[CH:3]=[C:4]([CH:22]=[CH:23][CH:24]=1)[C:5]([NH:7][CH2:8][C:9]1[CH:14]=[CH:13][C:12]([C:15]#[N:16])=[CH:11][C:10]=1[NH:17][CH2:18][C:19]([OH:21])=O)=[O:6].Cl.[N:26]1[CH:31]=[CH:30][CH:29]=[CH:28][C:27]=1[NH:32][CH2:33][CH2:34][OH:35], predict the reaction product. (3) Given the reactants [OH:1][CH:2]1[CH2:7][CH2:6][N:5]([C:8]([O:10][C:11]([CH3:14])([CH3:13])[CH3:12])=[O:9])[CH2:4][CH2:3]1.C(N(CC)CC)C.[CH3:22][S:23](Cl)(=[O:25])=[O:24], predict the reaction product. The product is: [C:11]([O:10][C:8]([N:5]1[CH2:4][CH2:3][CH:2]([O:1][S:23]([CH3:22])(=[O:25])=[O:24])[CH2:7][CH2:6]1)=[O:9])([CH3:14])([CH3:13])[CH3:12]. (4) Given the reactants [C:1]1([CH:7]2[O:12][C@H:11]3[CH2:13][C@H:14]([OH:17])[CH2:15][O:16][C@@H:10]3[CH2:9][O:8]2)[CH:6]=[CH:5][CH:4]=[CH:3][CH:2]=1.[C:18]1([CH3:28])[CH:23]=[CH:22][C:21]([S:24](Cl)(=[O:26])=[O:25])=[CH:20][CH:19]=1, predict the reaction product. The product is: [C:1]1([CH:7]2[O:12][C@H:11]3[CH2:13][C@H:14]([O:17][S:24]([C:21]4[CH:22]=[CH:23][C:18]([CH3:28])=[CH:19][CH:20]=4)(=[O:26])=[O:25])[CH2:15][O:16][C@@H:10]3[CH2:9][O:8]2)[CH:2]=[CH:3][CH:4]=[CH:5][CH:6]=1. (5) Given the reactants [CH3:1][C:2]1([CH3:10])[O:9][C:7](=[O:8])[CH2:6][C:4](=[O:5])[O:3]1.[Si:11]([O:28][CH2:29][C:30]1[CH:31]=[C:32]([CH:35]=[CH:36][CH:37]=1)[CH:33]=O)([C:24]([CH3:27])([CH3:26])[CH3:25])([C:18]1[CH:23]=[CH:22][CH:21]=[CH:20][CH:19]=1)[C:12]1[CH:17]=[CH:16][CH:15]=[CH:14][CH:13]=1.N1C=CC=CC=1.O, predict the reaction product. The product is: [Si:11]([O:28][CH2:29][C:30]1[CH:31]=[C:32]([CH:35]=[CH:36][CH:37]=1)[CH:33]=[C:6]1[C:7](=[O:8])[O:9][C:2]([CH3:10])([CH3:1])[O:3][C:4]1=[O:5])([C:24]([CH3:27])([CH3:25])[CH3:26])([C:12]1[CH:17]=[CH:16][CH:15]=[CH:14][CH:13]=1)[C:18]1[CH:19]=[CH:20][CH:21]=[CH:22][CH:23]=1. (6) Given the reactants BrC1C2C(Cl)=NC=NC=2[N:4](C(C)C)C=1.CON(C)C(C1C=C(Cl)C=CN=1)=O.[NH2:28][C:29]1[C:30]2[C:37]([C:38]([C:40]3[CH:45]=[CH:44][CH:43]=[C:42](N)[N:41]=3)=[O:39])=[CH:36][N:35]([CH:47]([CH3:49])[CH3:48])[C:31]=2[N:32]=[CH:33][N:34]=1, predict the reaction product. The product is: [NH2:28][C:29]1[C:30]2[C:37]([C:38]([C:40]3[CH:45]=[C:44]([NH2:4])[CH:43]=[CH:42][N:41]=3)=[O:39])=[CH:36][N:35]([CH:47]([CH3:49])[CH3:48])[C:31]=2[N:32]=[CH:33][N:34]=1. (7) Given the reactants O=[C:2]([C:8]1[CH:13]=[CH:12][C:11]([C:14]([F:17])([F:16])[F:15])=[CH:10][CH:9]=1)[CH2:3][C:4]([O:6]C)=O.[NH2:18][C:19]([CH2:25][CH3:26])=[CH:20][C:21]([O:23][CH3:24])=[O:22], predict the reaction product. The product is: [CH2:25]([C:19]1[NH:18][C:2]([C:8]2[CH:13]=[CH:12][C:11]([C:14]([F:17])([F:16])[F:15])=[CH:10][CH:9]=2)=[CH:3][C:4](=[O:6])[C:20]=1[C:21]([O:23][CH3:24])=[O:22])[CH3:26]. (8) Given the reactants [CH2:1]([NH:4][C:5]1[C:10]([C:11]([OH:13])=O)=[CH:9][N:8]=[C:7]([NH:14][CH2:15][CH2:16][C:17]2[CH:22]=[CH:21][N:20]=[CH:19][CH:18]=2)[N:6]=1)[CH2:2][CH3:3].Cl.C(N=C=NCCCN(C)C)C.O.ON1C2C=CC=CC=2N=N1.C(N(CC)C(C)C)(C)C.[CH2:55]([N:62]1[CH2:66][CH2:65][CH:64]([NH2:67])[CH2:63]1)[C:56]1[CH:61]=[CH:60][CH:59]=[CH:58][CH:57]=1, predict the reaction product. The product is: [CH2:55]([N:62]1[CH2:66][CH2:65][CH:64]([NH:67][C:11]([C:10]2[C:5]([NH:4][CH2:1][CH2:2][CH3:3])=[N:6][C:7]([NH:14][CH2:15][CH2:16][C:17]3[CH:22]=[CH:21][N:20]=[CH:19][CH:18]=3)=[N:8][CH:9]=2)=[O:13])[CH2:63]1)[C:56]1[CH:57]=[CH:58][CH:59]=[CH:60][CH:61]=1. (9) Given the reactants P([O-])(O)(O)=O.[K+].[CH:7]([O-:9])=O.[Na+].[NH2:11][C@H:12]([C:14]([OH:16])=O)[CH3:13].[OH-:17].[Na+].C1N=[C:21](N)[C:22]2N=CN([C@@H]3O[C@H](COP(OP(OC[C@H]4O[C@@H](N5C=C(C(N)=O)CC=C5)[C@H](O)[C@@H]4O)(O)=O)(O)=O)[C@@H](O)[C@H]3O)C=2N=1.[C:63](=O)([O-])[O-].[K+].[K+], predict the reaction product. The product is: [CH3:63][O:17][C:13]1([O:9][CH3:7])[CH2:22][CH2:21][O:16][CH2:14][C@@H:12]1[NH2:11].